This data is from Forward reaction prediction with 1.9M reactions from USPTO patents (1976-2016). The task is: Predict the product of the given reaction. (1) Given the reactants [F:1][C:2]1[CH:9]=[CH:8][C:5]([CH:6]=O)=[CH:4][C:3]=1[C:10]([F:13])([F:12])[F:11].[C:14]([N:33]1[CH:37]=[CH:36][N:35]=[C:34]1[NH2:38])([C:27]1[CH:32]=[CH:31][CH:30]=[CH:29][CH:28]=1)([C:21]1[CH:26]=[CH:25][CH:24]=[CH:23][CH:22]=1)[C:15]1[CH:20]=[CH:19][CH:18]=[CH:17][CH:16]=1.C(O[BH-](OC(=O)C)OC(=O)C)(=O)C.[Na+], predict the reaction product. The product is: [F:1][C:2]1[CH:9]=[CH:8][C:5]([CH2:6][NH:38][C:34]2[N:33]([C:14]([C:15]3[CH:20]=[CH:19][CH:18]=[CH:17][CH:16]=3)([C:27]3[CH:28]=[CH:29][CH:30]=[CH:31][CH:32]=3)[C:21]3[CH:22]=[CH:23][CH:24]=[CH:25][CH:26]=3)[CH:37]=[CH:36][N:35]=2)=[CH:4][C:3]=1[C:10]([F:13])([F:12])[F:11]. (2) Given the reactants Br[CH2:2][C:3]([NH:5][C:6]1[CH:7]=[C:8]2[C:12](=[CH:13][CH:14]=1)[C:11](=[C:15]1[C:23]3[C:18](=[CH:19][CH:20]=[C:21]([Cl:24])[CH:22]=3)[NH:17][C:16]1=[O:25])[O:10][CH2:9]2)=[O:4].[OH2:26], predict the reaction product. The product is: [Cl:24][C:21]1[CH:22]=[C:23]2[C:18](=[CH:19][CH:20]=1)[NH:17][C:16](=[O:25])[C:15]2=[C:11]1[C:12]2[C:8](=[CH:7][C:6]([NH:5][C:3](=[O:4])[CH2:2][N:5]3[CH2:6][CH2:14][O:26][CH2:2][CH2:3]3)=[CH:14][CH:13]=2)[CH2:9][O:10]1.